Dataset: NCI-60 drug combinations with 297,098 pairs across 59 cell lines. Task: Regression. Given two drug SMILES strings and cell line genomic features, predict the synergy score measuring deviation from expected non-interaction effect. (1) Drug 1: CC1=C2C(C(=O)C3(C(CC4C(C3C(C(C2(C)C)(CC1OC(=O)C(C(C5=CC=CC=C5)NC(=O)OC(C)(C)C)O)O)OC(=O)C6=CC=CC=C6)(CO4)OC(=O)C)OC)C)OC. Drug 2: CC(CN1CC(=O)NC(=O)C1)N2CC(=O)NC(=O)C2. Cell line: EKVX. Synergy scores: CSS=32.1, Synergy_ZIP=-11.8, Synergy_Bliss=-14.0, Synergy_Loewe=-21.3, Synergy_HSA=-10.8. (2) Drug 1: COC1=CC(=CC(=C1O)OC)C2C3C(COC3=O)C(C4=CC5=C(C=C24)OCO5)OC6C(C(C7C(O6)COC(O7)C8=CC=CS8)O)O. Drug 2: CC12CCC3C(C1CCC2O)C(CC4=C3C=CC(=C4)O)CCCCCCCCCS(=O)CCCC(C(F)(F)F)(F)F. Cell line: OVCAR-8. Synergy scores: CSS=21.5, Synergy_ZIP=-0.864, Synergy_Bliss=-0.179, Synergy_Loewe=-14.9, Synergy_HSA=0.181. (3) Drug 1: C1CC(C1)(C(=O)O)C(=O)O.[NH2-].[NH2-].[Pt+2]. Drug 2: CCC1=C2CN3C(=CC4=C(C3=O)COC(=O)C4(CC)O)C2=NC5=C1C=C(C=C5)O. Cell line: SK-MEL-5. Synergy scores: CSS=24.9, Synergy_ZIP=-1.77, Synergy_Bliss=9.24, Synergy_Loewe=0.602, Synergy_HSA=8.51. (4) Drug 1: COC1=CC(=CC(=C1O)OC)C2C3C(COC3=O)C(C4=CC5=C(C=C24)OCO5)OC6C(C(C7C(O6)COC(O7)C8=CC=CS8)O)O. Drug 2: B(C(CC(C)C)NC(=O)C(CC1=CC=CC=C1)NC(=O)C2=NC=CN=C2)(O)O. Cell line: UACC-257. Synergy scores: CSS=17.0, Synergy_ZIP=0.00955, Synergy_Bliss=3.28, Synergy_Loewe=3.17, Synergy_HSA=2.87.